From a dataset of Full USPTO retrosynthesis dataset with 1.9M reactions from patents (1976-2016). Predict the reactants needed to synthesize the given product. (1) Given the product [N:27]1([CH2:25][N:17]2[C:18]3[C:23](=[CH:22][CH:21]=[CH:20][CH:19]=3)[C:15](=[CH:14][NH:13][C:10]3[CH:11]=[CH:12][C:7]([N:4]4[CH2:5][CH2:6][O:1][CH2:2][CH2:3]4)=[CH:8][CH:9]=3)[C:16]2=[O:24])[CH2:32][CH2:31][O:30][CH2:29][CH2:28]1, predict the reactants needed to synthesize it. The reactants are: [O:1]1[CH2:6][CH2:5][N:4]([C:7]2[CH:12]=[CH:11][C:10]([NH:13][CH:14]=[C:15]3[C:23]4[C:18](=[CH:19][CH:20]=[CH:21][CH:22]=4)[NH:17][C:16]3=[O:24])=[CH:9][CH:8]=2)[CH2:3][CH2:2]1.[CH2:25]=O.[NH:27]1[CH2:32][CH2:31][O:30][CH2:29][CH2:28]1. (2) Given the product [O:11]=[C:6]1[C:7]2[CH:8]=[CH:9][CH:10]=[C:2]([C:12]#[N:13])[C:3]=2[CH2:4][CH2:5]1, predict the reactants needed to synthesize it. The reactants are: Br[C:2]1[CH:10]=[CH:9][CH:8]=[C:7]2[C:3]=1[CH2:4][CH2:5][C:6]2=[O:11].[CH3:12][N:13](C=O)C.